Dataset: Catalyst prediction with 721,799 reactions and 888 catalyst types from USPTO. Task: Predict which catalyst facilitates the given reaction. (1) Reactant: [O-]P([O-])([O-])=O.[K+].[K+].[K+].[B-](F)(F)(F)/[CH:10]=[CH:11]/[CH3:12].[K+].[CH3:17][C:18]1[C:26](OS(C(F)(F)F)(=O)=O)=[CH:25][CH:24]=[C:23]2[C:19]=1[CH2:20][O:21][C:22]2=[O:35]. Product: [CH3:17][C:18]1[C:26](/[CH:10]=[CH:11]/[CH3:12])=[CH:25][CH:24]=[C:23]2[C:19]=1[CH2:20][O:21][C:22]2=[O:35]. The catalyst class is: 450. (2) Product: [C:29]([O:18][CH2:17][C:11]1[CH:12]=[C:13]([O:15][CH3:16])[CH:14]=[C:9]([N:7]2[N:6]=[C:5]3[CH:20]=[CH:21][C:2]([F:1])=[CH:3][C:4]3=[N:8]2)[C:10]=1[OH:19])(=[O:33])[C:30]([CH3:32])=[CH2:31]. Reactant: [F:1][C:2]1[CH:21]=[CH:20][C:5]2=[N:6][N:7]([C:9]3[CH:14]=[C:13]([O:15][CH3:16])[CH:12]=[C:11]([CH2:17][OH:18])[C:10]=3[OH:19])[N:8]=[C:4]2[CH:3]=1.C(N(CC)CC)C.[C:29](Cl)(=[O:33])[C:30]([CH3:32])=[CH2:31]. The catalyst class is: 1. (3) Reactant: [C:1](Cl)(=[O:5])[C:2](Cl)=[O:3].C(Cl)Cl.[CH2:10]([O:12][C:13]1[CH:21]=[C:20]2[C:16]([CH:17]=[CH:18][NH:19]2)=[CH:15][CH:14]=1)[CH3:11].[CH3:22][O-:23].[Na+].CO. Product: [CH2:10]([O:12][C:13]1[CH:21]=[C:20]2[C:16]([C:17]([C:1](=[O:5])[C:2]([O:23][CH3:22])=[O:3])=[CH:18][NH:19]2)=[CH:15][CH:14]=1)[CH3:11]. The catalyst class is: 28. (4) Reactant: Cl.Cl.[NH2:3][CH2:4][CH2:5][CH2:6][CH2:7][N:8]1[C:18](=[O:19])[C:17]2[N:20]3[C:10](=[CH:11][N:12]=[C:13]3[CH:14]=[CH:15][CH:16]=2)[C:9]1=[O:21].C(N(CC)CC)C.[F:29][C:30]([F:37])([F:36])[CH2:31][S:32](Cl)(=[O:34])=[O:33]. Product: [F:29][C:30]([F:37])([F:36])[CH2:31][S:32]([NH:3][CH2:4][CH2:5][CH2:6][CH2:7][N:8]1[C:18](=[O:19])[C:17]2[N:20]3[C:10](=[CH:11][N:12]=[C:13]3[CH:14]=[CH:15][CH:16]=2)[C:9]1=[O:21])(=[O:34])=[O:33]. The catalyst class is: 2. (5) Reactant: [Cl:1][C:2]1[C:3]2[CH:10]=[CH:9][NH:8][C:4]=2[N:5]=[CH:6][N:7]=1.[C:11]([O:15][C:16](=[O:36])[N:17]([CH2:26][C:27]1[C:28]([O:34][CH3:35])=[N:29][CH:30]=[C:31]([F:33])[CH:32]=1)[C:18]1[CH:23]=[CH:22][C:21]([CH:24]=[O:25])=[CH:20][N:19]=1)([CH3:14])([CH3:13])[CH3:12].C(=O)([O-])[O-].[Cs+].[Cs+].Cl. Product: [C:11]([O:15][C:16](=[O:36])[N:17]([C:18]1[CH:23]=[CH:22][C:21]([CH:24]([C:10]2[C:3]3[C:2]([Cl:1])=[N:7][CH:6]=[N:5][C:4]=3[NH:8][CH:9]=2)[OH:25])=[CH:20][N:19]=1)[CH2:26][C:27]1[C:28]([O:34][CH3:35])=[N:29][CH:30]=[C:31]([F:33])[CH:32]=1)([CH3:14])([CH3:12])[CH3:13]. The catalyst class is: 9. (6) The catalyst class is: 39. Product: [O:58]1[C:57]2[CH:56]=[CH:55][C:51]([CH2:52][CH2:53][NH:54][C:17]([CH:16]3[CH2:15][CH2:14][N:13]([CH3:20])[CH:12]3[C:10]3[CH:9]=[C:8]([CH3:21])[N:7]=[C:6]([N:1]4[CH:5]=[CH:4][N:3]=[CH:2]4)[N:11]=3)=[O:19])=[CH:50][C:49]=2[O:48][CH2:47]1. Reactant: [N:1]1([C:6]2[N:11]=[C:10]([CH:12]3[CH:16]([C:17]([OH:19])=O)[CH2:15][CH2:14][N:13]3[CH3:20])[CH:9]=[C:8]([CH3:21])[N:7]=2)[CH:5]=[CH:4][N:3]=[CH:2]1.CN(C(ON1N=NC2C=CC=CC1=2)=[N+](C)C)C.F[P-](F)(F)(F)(F)F.Cl.[CH2:47]1[O:58][C:57]2[CH:56]=[CH:55][C:51]([CH2:52][CH2:53][NH2:54])=[CH:50][C:49]=2[O:48]1.C(N(CC)CC)C. (7) Reactant: [F:1][C:2]1[C:3]([C:8]2([CH2:12][NH:13][C:14]3[N:19]=[N:18][C:17](C#N)=[CH:16][CH:15]=3)[CH2:11][CH2:10][CH2:9]2)=[N:4][CH:5]=[CH:6][CH:7]=1.C[Mg+].[Br-].Cl.CCO[C:29]([CH3:31])=[O:30]. Product: [F:1][C:2]1[C:3]([C:8]2([CH2:12][NH:13][C:14]3[N:19]=[N:18][C:17]([C:29](=[O:30])[CH3:31])=[CH:16][CH:15]=3)[CH2:9][CH2:10][CH2:11]2)=[N:4][CH:5]=[CH:6][CH:7]=1. The catalyst class is: 116.